Dataset: NCI-60 drug combinations with 297,098 pairs across 59 cell lines. Task: Regression. Given two drug SMILES strings and cell line genomic features, predict the synergy score measuring deviation from expected non-interaction effect. (1) Drug 1: C1CC(=O)NC(=O)C1N2CC3=C(C2=O)C=CC=C3N. Drug 2: CN(C(=O)NC(C=O)C(C(C(CO)O)O)O)N=O. Cell line: OVCAR3. Synergy scores: CSS=4.18, Synergy_ZIP=4.17, Synergy_Bliss=8.08, Synergy_Loewe=4.73, Synergy_HSA=4.20. (2) Drug 1: C1CN1P(=S)(N2CC2)N3CC3. Drug 2: CC1=C(C(=CC=C1)Cl)NC(=O)C2=CN=C(S2)NC3=CC(=NC(=N3)C)N4CCN(CC4)CCO. Cell line: MALME-3M. Synergy scores: CSS=4.98, Synergy_ZIP=0.197, Synergy_Bliss=1.91, Synergy_Loewe=-1.62, Synergy_HSA=-2.54. (3) Drug 2: C1C(C(OC1N2C=NC(=NC2=O)N)CO)O. Synergy scores: CSS=5.49, Synergy_ZIP=-4.69, Synergy_Bliss=-8.07, Synergy_Loewe=-4.96, Synergy_HSA=-7.68. Cell line: HOP-92. Drug 1: C1=CN(C=N1)CC(O)(P(=O)(O)O)P(=O)(O)O. (4) Drug 1: C1CCC(C1)C(CC#N)N2C=C(C=N2)C3=C4C=CNC4=NC=N3. Drug 2: N.N.Cl[Pt+2]Cl. Cell line: SNB-19. Synergy scores: CSS=2.32, Synergy_ZIP=2.47, Synergy_Bliss=6.01, Synergy_Loewe=1.98, Synergy_HSA=2.11. (5) Drug 1: C1=CC=C(C=C1)NC(=O)CCCCCCC(=O)NO. Drug 2: C1=NNC2=C1C(=O)NC=N2. Cell line: SK-MEL-28. Synergy scores: CSS=-0.0980, Synergy_ZIP=-4.54, Synergy_Bliss=-3.63, Synergy_Loewe=-14.8, Synergy_HSA=-3.89.